From a dataset of Reaction yield outcomes from USPTO patents with 853,638 reactions. Predict the reaction yield, written as a fraction of the theoretical maximum amount of product (1.0 means a 100% yield; for example, 0.34 means a 34% yield). (1) The reactants are [F:1][C:2]1[C:7]([F:8])=[CH:6][CH:5]=[CH:4][C:3]=1[CH3:9].[Br:10]Br.O. The catalyst is C(Cl)(Cl)Cl.CCOCC.[Fe]. The product is [Br:10][C:4]1[CH:5]=[CH:6][C:7]([F:8])=[C:2]([F:1])[C:3]=1[CH3:9]. The yield is 0.810. (2) The reactants are [C:1]([O:7][CH2:8][CH3:9])(=[O:6])[CH2:2][C:3]([OH:5])=O.N1C=CC=CC=1C1C=CC=CN=1.[Li]CCCC.[CH3:27][C:28](C)([CH:32]=[CH2:33])[C:29](Cl)=O. The catalyst is C1COCC1.CCOCC. The product is [CH2:8]([O:7][C:1](=[O:6])[CH2:2][C:3](=[O:5])[C:28]([CH3:29])([CH3:27])[CH:32]=[CH2:33])[CH3:9]. The yield is 0.980. (3) The reactants are [NH:1]1[C:9]2[C:4](=[CH:5][CH:6]=[CH:7][CH:8]=2)[CH2:3][C:2]1=[O:10].[C:11](Cl)(=[O:13])[CH3:12].O. The catalyst is ClCCCl. The product is [C:11]([C:6]1[CH:5]=[C:4]2[C:9](=[CH:8][CH:7]=1)[NH:1][C:2](=[O:10])[CH2:3]2)(=[O:13])[CH3:12]. The yield is 0.730. (4) The reactants are [Cl:1][C:2]1[CH:7]=[CH:6][C:5]([CH2:8][CH:9]([NH2:11])[CH3:10])=[CH:4][C:3]=1[O:12][CH3:13].[CH:14](OCC)=[O:15].CCN(CC)CC. The catalyst is CCO. The product is [Cl:1][C:2]1[CH:7]=[CH:6][C:5]([CH2:8][CH:9]([NH:11][CH:14]=[O:15])[CH3:10])=[CH:4][C:3]=1[O:12][CH3:13]. The yield is 0.840. (5) The reactants are Br[C:2]1[S:6][C:5]([NH:7][C:8]([NH:10][C:11]2[CH:16]=[CH:15][C:14]([CH3:17])=[CH:13][C:12]=2[C:18]([CH:20]2[CH2:24][CH2:23][CH2:22][CH2:21]2)=[O:19])=[O:9])=[N:4][CH:3]=1.[CH3:25][N:26]1[C:30]([SH:31])=[N:29][N:28]=[N:27]1. No catalyst specified. The product is [CH:20]1([C:18]([C:12]2[CH:13]=[C:14]([CH3:17])[CH:15]=[CH:16][C:11]=2[NH:10][C:8]([NH:7][C:5]2[S:6][C:2]([S:31][C:30]3[N:26]([CH3:25])[N:27]=[N:28][N:29]=3)=[CH:3][N:4]=2)=[O:9])=[O:19])[CH2:24][CH2:23][CH2:22][CH2:21]1. The yield is 0.300. (6) The reactants are [NH2:1][C:2]1[S:3][C:4]([N:12]2[CH2:17][CH2:16][O:15][CH2:14][CH2:13]2)=[C:5]([C:7]2[O:8][CH:9]=[CH:10][CH:11]=2)[N:6]=1.[Cl:18][C:19]1[CH:27]=[CH:26][C:22]([C:23](Cl)=[O:24])=[CH:21][N:20]=1. The catalyst is N1C=CC=CC=1. The product is [Cl:18][C:19]1[CH:27]=[CH:26][C:22]([C:23]([NH:1][C:2]2[S:3][C:4]([N:12]3[CH2:13][CH2:14][O:15][CH2:16][CH2:17]3)=[C:5]([C:7]3[O:8][CH:9]=[CH:10][CH:11]=3)[N:6]=2)=[O:24])=[CH:21][N:20]=1. The yield is 0.590. (7) The reactants are S([O-])([O-])=O.[Na+:5].[Na+].[N+:7]([C:10]1[CH:11]=[C:12]([S:16](Cl)(=[O:18])=[O:17])[CH:13]=[CH:14][CH:15]=1)([O-:9])=[O:8].C(=O)([O-])[O-].[Na+].[Na+]. The catalyst is O. The product is [N+:7]([C:10]1[CH:11]=[C:12]([S:16]([O-:18])=[O:17])[CH:13]=[CH:14][CH:15]=1)([O-:9])=[O:8].[Na+:5]. The yield is 0.890. (8) The reactants are C(N=C=NC(C)C)(C)C.[F:10][C:11]1[CH:16]=[CH:15][C:14]([C:17]2[C:25]3[C:24]([O:26][CH2:27][CH2:28][CH2:29][O:30][C:31]4[CH:32]=[C:33]([CH:37]=[CH:38][CH:39]=4)[C:34](O)=[O:35])=[N:23][CH:22]=[N:21][C:20]=3[S:19][CH:18]=2)=[CH:13][CH:12]=1.Cl.[NH2:41][CH2:42][C:43]([NH2:45])=[O:44].ON1C2C=CC=CC=2N=N1.C(N(C(C)C)CC)(C)C. The catalyst is CN(C)C1C=CN=CC=1.CN(C)C=O. The product is [NH2:45][C:43](=[O:44])[CH2:42][NH:41][C:34](=[O:35])[C:33]1[CH:37]=[CH:38][CH:39]=[C:31]([O:30][CH2:29][CH2:28][CH2:27][O:26][C:24]2[C:25]3[C:17]([C:14]4[CH:15]=[CH:16][C:11]([F:10])=[CH:12][CH:13]=4)=[CH:18][S:19][C:20]=3[N:21]=[CH:22][N:23]=2)[CH:32]=1. The yield is 0.400. (9) The reactants are O.C(O)(=O)C.[F:6][C:7]1[CH:12]=[CH:11][CH:10]=[CH:9][C:8]=1[C:13]12[CH2:20][O:19][CH:18]([C:21]([F:24])([F:23])[F:22])[CH:17]1[CH2:16][O:15][NH:14]2.[NH4+].[OH-]. The catalyst is C1COCC1.[Zn].C(Cl)Cl. The product is [NH2:14][C@@:13]1([C:8]2[CH:9]=[CH:10][CH:11]=[CH:12][C:7]=2[F:6])[CH2:20][O:19][C@H:18]([C:21]([F:24])([F:22])[F:23])[C@H:17]1[CH2:16][OH:15]. The yield is 0.906. (10) The reactants are S(Cl)([Cl:3])=O.[F:5][C:6]([F:22])([F:21])[C:7]1[CH:12]=[CH:11][C:10]([C:13]2[CH:14]=[CH:15][C:16]([CH2:19]O)=[N:17][CH:18]=2)=[CH:9][CH:8]=1. The catalyst is CN(C)C=O. The product is [Cl:3][CH2:19][C:16]1[CH:15]=[CH:14][C:13]([C:10]2[CH:11]=[CH:12][C:7]([C:6]([F:22])([F:21])[F:5])=[CH:8][CH:9]=2)=[CH:18][N:17]=1. The yield is 0.230.